From a dataset of Forward reaction prediction with 1.9M reactions from USPTO patents (1976-2016). Predict the product of the given reaction. (1) Given the reactants [F:1][C:2]1[CH:7]=[CH:6][C:5]([C:8]2[CH:9]=[C:10]([C:15]([O:17]C)=[O:16])[C:11](=[O:14])[NH:12][N:13]=2)=[CH:4][C:3]=1[CH3:19].CS(O[CH2:25][CH2:26][CH2:27][C:28]1[CH:33]=[CH:32][C:31]([Cl:34])=[CH:30][CH:29]=1)(=O)=O, predict the reaction product. The product is: [C:15]([C:10]1[C:11](=[O:14])[N:12]([CH2:25][CH2:26][CH2:27][C:28]2[CH:33]=[CH:32][C:31]([Cl:34])=[CH:30][CH:29]=2)[N:13]=[C:8]([C:5]2[CH:6]=[CH:7][C:2]([F:1])=[C:3]([CH3:19])[CH:4]=2)[CH:9]=1)([OH:17])=[O:16]. (2) The product is: [Br:1][C:2]1[CH:9]=[C:6]([NH:7][CH3:8])[C:5]([NH2:10])=[CH:4][CH:3]=1. Given the reactants [Br:1][C:2]1[CH:3]=[CH:4][C:5]([N+:10]([O-])=O)=[C:6]([CH:9]=1)[NH:7][CH3:8].C(O)(=O)C.[OH-].[Na+], predict the reaction product. (3) Given the reactants Br[C:2]1[CH:7]=[CH:6][C:5]([CH2:8][N:9]2[CH2:14][CH2:13][N:12]([C:15]([O:17][C:18]([CH3:21])([CH3:20])[CH3:19])=[O:16])[CH2:11][CH2:10]2)=[C:4]([CH3:22])[CH:3]=1.[CH3:23][C:24]1[CH:29]=[C:28](B(O)O)[CH:27]=[CH:26][N:25]=1.C(=O)([O-])[O-].[K+].[K+].O1CCOCC1, predict the reaction product. The product is: [CH3:22][C:4]1[CH:3]=[C:2]([C:28]2[CH:27]=[CH:26][N:25]=[C:24]([CH3:23])[CH:29]=2)[CH:7]=[CH:6][C:5]=1[CH2:8][N:9]1[CH2:14][CH2:13][N:12]([C:15]([O:17][C:18]([CH3:21])([CH3:20])[CH3:19])=[O:16])[CH2:11][CH2:10]1. (4) Given the reactants [CH2:1]([NH:4][C:5]1[N:10]=[C:9]([NH:11][CH2:12][CH2:13][CH3:14])[N:8]=[CH:7][N:6]=1)[CH2:2][CH3:3].Cl.[CH3:16][NH:17][O:18][CH3:19].[OH-].[Na+], predict the reaction product. The product is: [CH2:1]([NH:4][C:5]1[N:10]=[C:9]([NH:11][CH2:12][CH2:13][CH3:14])[N:8]=[C:7]([N:17]([CH3:16])[O:18][CH3:19])[N:6]=1)[CH2:2][CH3:3]. (5) Given the reactants [OH-].[K+].[C:3]1(=[CH:8][C:9]([O:11]CC)=[O:10])[CH2:7][CH2:6][CH2:5][CH2:4]1.Cl, predict the reaction product. The product is: [C:3]1(=[CH:8][C:9]([OH:11])=[O:10])[CH2:7][CH2:6][CH2:5][CH2:4]1.